From a dataset of Catalyst prediction with 721,799 reactions and 888 catalyst types from USPTO. Predict which catalyst facilitates the given reaction. (1) Reactant: [CH3:1][C:2]1[N:7]=[C:6]([C@H:8]([OH:10])[CH3:9])[CH:5]=[CH:4][CH:3]=1.C(N(CC)CC)C.[CH3:18][S:19](Cl)(=[O:21])=[O:20]. Product: [CH3:1][C:2]1[N:7]=[C:6]([C@H:8]([O:10][S:19]([CH3:18])(=[O:21])=[O:20])[CH3:9])[CH:5]=[CH:4][CH:3]=1. The catalyst class is: 2. (2) Reactant: [Cl:1][C:2]1[CH:3]=[C:4]([C:8]2[N:13]=[C:12]3[CH2:14][CH2:15][CH2:16][C:11]3=[C:10]([NH:17][C:18]3[CH:27]=[CH:26][C:21]([C:22](OC)=[O:23])=[CH:20][CH:19]=3)[CH:9]=2)[CH:5]=[CH:6][CH:7]=1.[H-].[Al+3].[Li+].[H-].[H-].[H-]. Product: [Cl:1][C:2]1[CH:3]=[C:4]([C:8]2[N:13]=[C:12]3[CH2:14][CH2:15][CH2:16][C:11]3=[C:10]([NH:17][C:18]3[CH:19]=[CH:20][C:21]([CH2:22][OH:23])=[CH:26][CH:27]=3)[CH:9]=2)[CH:5]=[CH:6][CH:7]=1. The catalyst class is: 1. (3) Reactant: [CH2:1]([O:9][CH2:10][CH2:11][C:12]([OH:14])=O)[CH2:2][C:3]1[CH:8]=[CH:7][CH:6]=[CH:5][CH:4]=1.[C:15](Cl)(=[O:19])[C:16](Cl)=O.[CH3:21][N:22]([CH3:25])C=O. Product: [CH2:25]([N:22]([CH2:21][CH:10]([O:19][CH2:15][CH3:16])[O:9][CH2:1][CH3:2])[C:12](=[O:14])[CH2:11][CH2:10][O:9][CH2:1][CH2:2][C:3]1[CH:4]=[CH:5][CH:6]=[CH:7][CH:8]=1)[C:3]1[CH:8]=[CH:7][CH:6]=[CH:5][CH:4]=1. The catalyst class is: 4. (4) Reactant: [C:1]([NH:9][C:10]1[S:11][CH2:12][CH:13]2[CH2:18][N:17]([C:19]([O:21][CH2:22][C:23]3[CH:28]=[CH:27][CH:26]=[CH:25][CH:24]=3)=[O:20])[CH2:16][C:14]2([C:29]2[S:33][C:32]([Si](C)(C)C)=[N:31][CH:30]=2)[N:15]=1)(=[O:8])[C:2]1[CH:7]=[CH:6][CH:5]=[CH:4][CH:3]=1.[F-].C([N+](CCCC)(CCCC)CCCC)CCC. Product: [C:1]([NH:9][C:10]1[S:11][CH2:12][CH:13]2[CH2:18][N:17]([C:19]([O:21][CH2:22][C:23]3[CH:24]=[CH:25][CH:26]=[CH:27][CH:28]=3)=[O:20])[CH2:16][C:14]2([C:29]2[S:33][CH:32]=[N:31][CH:30]=2)[N:15]=1)(=[O:8])[C:2]1[CH:7]=[CH:6][CH:5]=[CH:4][CH:3]=1. The catalyst class is: 30. (5) Reactant: Br[C:2]1[CH:7]=[CH:6][CH:5]=[CH:4][N:3]=1.[NH2:8][C:9]1[CH:10]=[C:11](B(O)O)[CH:12]=[CH:13][CH:14]=1.C(COC)OC.C(=O)([O-])[O-].[K+].[K+]. Product: [N:3]1[CH:4]=[CH:5][CH:6]=[CH:7][C:2]=1[C:13]1[CH:14]=[C:9]([NH2:8])[CH:10]=[CH:11][CH:12]=1. The catalyst class is: 6. (6) Reactant: [NH2:1][C:2]1[C:7]([N+:8]([O-])=O)=[CH:6][N:5]=[CH:4][C:3]=1[C:11]1[CH:12]=[C:13]([CH:20]=[C:21]([F:23])[CH:22]=1)[CH2:14][NH:15][S:16]([CH3:19])(=[O:18])=[O:17].[NH4+].[Cl-]. The catalyst class is: 415. Product: [NH2:1][C:2]1[C:7]([NH2:8])=[CH:6][N:5]=[CH:4][C:3]=1[C:11]1[CH:12]=[C:13]([CH:20]=[C:21]([F:23])[CH:22]=1)[CH2:14][NH:15][S:16]([CH3:19])(=[O:17])=[O:18].